Dataset: Full USPTO retrosynthesis dataset with 1.9M reactions from patents (1976-2016). Task: Predict the reactants needed to synthesize the given product. (1) Given the product [Si:1]([O:8][C:9]1[CH:15]=[CH:14][C:12]([NH:13][C:17]2[CH:18]=[N:19][C:20]([O:23][CH2:24][CH3:25])=[N:21][CH:22]=2)=[CH:11][CH:10]=1)([C:4]([CH3:7])([CH3:6])[CH3:5])([CH3:3])[CH3:2], predict the reactants needed to synthesize it. The reactants are: [Si:1]([O:8][C:9]1[CH:15]=[CH:14][C:12]([NH2:13])=[CH:11][CH:10]=1)([C:4]([CH3:7])([CH3:6])[CH3:5])([CH3:3])[CH3:2].Br[C:17]1[CH:18]=[N:19][C:20]([O:23][CH2:24][CH3:25])=[N:21][CH:22]=1. (2) Given the product [CH2:1]([O:8][C:9]1[CH:10]=[CH:11][C:12]([C:45]2[CH2:50][CH2:49][N:48]([CH2:51][CH2:52][C:53]([O:55][C:56]([CH3:59])([CH3:58])[CH3:57])=[O:54])[CH2:47][CH:46]=2)=[C:13]([C:15]2[CH2:19][C:18]([CH2:28][C:29]([O:31][C:32]([CH3:35])([CH3:34])[CH3:33])=[O:30])([CH2:20][C:21](=[O:22])[O:23][C:24]([CH3:27])([CH3:26])[CH3:25])[O:17][N:16]=2)[CH:14]=1)[C:2]1[CH:7]=[CH:6][CH:5]=[CH:4][CH:3]=1, predict the reactants needed to synthesize it. The reactants are: [CH2:1]([O:8][C:9]1[CH:10]=[CH:11][C:12](Br)=[C:13]([C:15]2[CH2:19][C:18]([CH2:28][C:29]([O:31][C:32]([CH3:35])([CH3:34])[CH3:33])=[O:30])([CH2:20][C:21]([O:23][C:24]([CH3:27])([CH3:26])[CH3:25])=[O:22])[O:17][N:16]=2)[CH:14]=1)[C:2]1[CH:7]=[CH:6][CH:5]=[CH:4][CH:3]=1.CC1(C)C(C)(C)OB([C:45]2[CH2:46][CH2:47][N:48]([CH2:51][CH2:52][C:53]([O:55][C:56]([CH3:59])([CH3:58])[CH3:57])=[O:54])[CH2:49][CH:50]=2)O1.C(=O)([O-])[O-].[Cs+].[Cs+].COCCOC. (3) The reactants are: [NH:1]1[C:5]2[CH:6]=[CH:7][C:8]([CH2:10][NH:11][CH2:12][CH2:13][N:14]3[C:23]4[C:18]([C:19](=[O:25])[NH:20][C:21](=[O:24])[N:22]=4)=[N:17][C:16]4[CH:26]=[C:27]([CH3:31])[C:28]([CH3:30])=[CH:29][C:15]3=4)=[CH:9][C:4]=2[N:3]=[CH:2]1.[C:32](O[C:32]([O:34][C:35]([CH3:38])([CH3:37])[CH3:36])=[O:33])([O:34][C:35]([CH3:38])([CH3:37])[CH3:36])=[O:33].CCN(CC)CC. Given the product [NH:1]1[C:5]2[CH:6]=[CH:7][C:8]([CH2:10][N:11]([CH2:12][CH2:13][N:14]3[C:23]4[C:18]([C:19](=[O:25])[NH:20][C:21](=[O:24])[N:22]=4)=[N:17][C:16]4[CH:26]=[C:27]([CH3:31])[C:28]([CH3:30])=[CH:29][C:15]3=4)[C:32](=[O:33])[O:34][C:35]([CH3:38])([CH3:37])[CH3:36])=[CH:9][C:4]=2[N:3]=[CH:2]1, predict the reactants needed to synthesize it. (4) Given the product [NH2:1][C:2]1[CH:10]=[CH:9][C:5]([C:6]([NH:17][CH2:12][CH2:13][CH2:14][CH2:15][CH3:16])=[O:8])=[CH:4][C:3]=1[Cl:11], predict the reactants needed to synthesize it. The reactants are: [NH2:1][C:2]1[CH:10]=[CH:9][C:5]([C:6]([OH:8])=O)=[CH:4][C:3]=1[Cl:11].[CH2:12]([NH2:17])[CH2:13][CH2:14][CH2:15][CH3:16].C1CCC(N=C=NC2CCCCC2)CC1.C1C=CC2N(O)N=NC=2C=1. (5) Given the product [Cl:15][C:12]1[CH:11]=[CH:10][C:9]([O:8][C:5]([CH3:7])([CH3:6])[C:4]([OH:16])=[O:3])=[CH:14][CH:13]=1, predict the reactants needed to synthesize it. The reactants are: C([O:3][C:4](=[O:16])[C:5]([O:8][C:9]1[CH:14]=[CH:13][C:12]([Cl:15])=[CH:11][CH:10]=1)([CH3:7])[CH3:6])C.[Li+].[OH-]. (6) Given the product [Br:19][C:16]1[CH:15]=[CH:14][C:13]([C:12]2[O:11][N:10]=[C:9]([CH3:20])[C:8]=2[NH2:7])=[CH:18][CH:17]=1, predict the reactants needed to synthesize it. The reactants are: C(OC(=O)[NH:7][C:8]1[C:9]([CH3:20])=[N:10][O:11][C:12]=1[C:13]1[CH:18]=[CH:17][C:16]([Br:19])=[CH:15][CH:14]=1)(C)(C)C.FC(F)(F)C(O)=O. (7) Given the product [C:8]([O:12][C:13](=[O:39])[CH2:14][N:15]([S:24]([C:27]1[CH:36]=[C:35]2[C:30]([C:31]([Cl:38])=[CH:32][N:33]=[C:34]2[NH:4][C:3]([NH2:5])=[NH:2])=[CH:29][CH:28]=1)(=[O:25])=[O:26])[CH2:16][C:17]1[CH:22]=[CH:21][CH:20]=[CH:19][C:18]=1[CH3:23])([CH3:11])([CH3:9])[CH3:10], predict the reactants needed to synthesize it. The reactants are: Cl.[NH2:2][C:3]([NH2:5])=[NH:4].[H-].[Na+].[C:8]([O:12][C:13](=[O:39])[CH2:14][N:15]([S:24]([C:27]1[CH:36]=[C:35]2[C:30]([C:31]([Cl:38])=[CH:32][N:33]=[C:34]2Cl)=[CH:29][CH:28]=1)(=[O:26])=[O:25])[CH2:16][C:17]1[CH:22]=[CH:21][CH:20]=[CH:19][C:18]=1[CH3:23])([CH3:11])([CH3:10])[CH3:9]. (8) Given the product [Br:1][C:2]1[CH:3]=[C:4]([C:8]2[C:16]3[C:11](=[N:12][C:13]([Cl:17])=[N:14][CH:15]=3)[N:10]([C:25]([C:26]3[CH:31]=[CH:30][CH:29]=[CH:28][CH:27]=3)([C:38]3[CH:39]=[CH:40][CH:41]=[CH:42][CH:43]=3)[C:32]3[CH:33]=[CH:34][CH:35]=[CH:36][CH:37]=3)[N:9]=2)[CH:5]=[CH:6][CH:7]=1, predict the reactants needed to synthesize it. The reactants are: [Br:1][C:2]1[CH:3]=[C:4]([C:8]2[C:16]3[C:11](=[N:12][C:13]([Cl:17])=[N:14][CH:15]=3)[NH:10][N:9]=2)[CH:5]=[CH:6][CH:7]=1.CCN(CC)CC.[C:25](Cl)([C:38]1[CH:43]=[CH:42][CH:41]=[CH:40][CH:39]=1)([C:32]1[CH:37]=[CH:36][CH:35]=[CH:34][CH:33]=1)[C:26]1[CH:31]=[CH:30][CH:29]=[CH:28][CH:27]=1.O.